This data is from Reaction yield outcomes from USPTO patents with 853,638 reactions. The task is: Predict the reaction yield, written as a fraction of the theoretical maximum amount of product (1.0 means a 100% yield; for example, 0.34 means a 34% yield). (1) The reactants are COC1C=C(OC)C=C[C:4]=1[CH2:5][NH:6][C:7]1[N+:8]([O-:17])=[CH:9][C:10]([CH3:16])=[C:11]([N+:13]([O-:15])=[O:14])[CH:12]=1.C(OC(=O)C)(=[O:26])C. The catalyst is C(Cl)Cl.C(O)(C(F)(F)F)=O. The product is [CH3:16][C:10]1[C:11]([N+:13]([O-:15])=[O:14])=[CH:12][C:7]([NH:6][C:5](=[O:26])[CH3:4])=[N+:8]([O-:17])[CH:9]=1. The yield is 0.980. (2) The reactants are [Br:1][C:2]1[CH:7]=[CH:6][N:5]=[C:4]2[NH:8][CH:9]=[CH:10][C:3]=12.[C:11](O[C:11]([O:13][C:14]([CH3:17])([CH3:16])[CH3:15])=[O:12])([O:13][C:14]([CH3:17])([CH3:16])[CH3:15])=[O:12].C(N(CC)CC)C. The catalyst is CN(C)C1C=CN=CC=1.C(Cl)Cl. The product is [C:14]([O:13][C:11]([N:8]1[C:4]2=[N:5][CH:6]=[CH:7][C:2]([Br:1])=[C:3]2[CH:10]=[CH:9]1)=[O:12])([CH3:17])([CH3:16])[CH3:15]. The yield is 0.610. (3) The reactants are [CH2:1]([O:3][C:4](=[O:29])[CH2:5][CH2:6][CH2:7][O:8][C:9]1[CH:14]=[CH:13][CH:12]=[C:11]([CH2:15][CH2:16][CH2:17][CH2:18][CH2:19][CH2:20]Br)[C:10]=1[CH2:22][CH2:23][C:24]([O:26][CH2:27][CH3:28])=[O:25])[CH3:2].[I:30][C:31]1[CH:32]=[C:33]([OH:42])[CH:34]=[C:35]([C:37]2[CH:41]=[CH:40][S:39][CH:38]=2)[CH:36]=1.C(=O)([O-])[O-].[K+].[K+].CN(C)C=O. The catalyst is O.CC(C)=O. The product is [CH2:1]([O:3][C:4](=[O:29])[CH2:5][CH2:6][CH2:7][O:8][C:9]1[CH:14]=[CH:13][CH:12]=[C:11]([CH2:15][CH2:16][CH2:17][CH2:18][CH2:19][CH2:20][O:42][C:33]2[CH:34]=[C:35]([C:37]3[CH:41]=[CH:40][S:39][CH:38]=3)[CH:36]=[C:31]([I:30])[CH:32]=2)[C:10]=1[CH2:22][CH2:23][C:24]([O:26][CH2:27][CH3:28])=[O:25])[CH3:2]. The yield is 0.990. (4) The product is [CH3:22][O:21][C:18]1[CH:19]=[C:20]2[C:15](=[CH:16][CH:17]=1)[N:14]=[CH:13][N:12]=[CH:11]2. The reactants are N1C2C(=CC(O[C:11]3[C:20]4[C:15](=[CH:16][C:17](OC[C@@H]5CO5)=[C:18]([O:21][CH3:22])[CH:19]=4)[N:14]=[CH:13][N:12]=3)=CC=2)C=C1.C(N)(C)C. The catalyst is C1COCC1. The yield is 0.560. (5) The reactants are [Cl:1][C:2]1[CH:34]=[CH:33][C:5]([C:6]([C@@:8]2([OH:32])[C@@H:12]([CH2:13][O:14][C:15](=[O:23])[C:16]3[CH:21]=[CH:20]C(Cl)=[CH:18][CH:17]=3)[O:11][C@@H:10]([N:24]3[CH:31]=[CH:30][C:28](=O)[NH:27][C:25]3=[O:26])[CH2:9]2)=[O:7])=[CH:4][CH:3]=1.[CH:35]([Cl:38])(Cl)Cl.[N:39]12CCN(CC1)CC2.C1(C)C=CC(S(Cl)(=O)=O)=CC=1. The catalyst is C(N(CC)CC)C. The product is [Cl:1][C:2]1[CH:3]=[CH:4][C:5]([C:6]([C@@:8]2([OH:32])[C@@H:12]([CH2:13][O:14][C:15](=[O:23])[C:16]3[CH:21]=[CH:20][C:35]([Cl:38])=[CH:18][CH:17]=3)[O:11][C@@H:10]([N:24]3[CH:31]=[CH:30][C:28]([NH2:39])=[N:27][C:25]3=[O:26])[CH2:9]2)=[O:7])=[CH:33][CH:34]=1. The yield is 0.809. (6) The reactants are [C:1]([C:3]1[CH:8]=[C:7]([O:9][CH3:10])[C:6]([O:11][CH2:12][C@@H:13]2[CH2:15][O:14]2)=[CH:5][C:4]=1[N:16]=[CH:17][N:18]([CH3:20])[CH3:19])#[N:2].[NH:21]1[CH2:26][CH2:25][CH2:24][CH2:23][CH2:22]1. The catalyst is C(Cl)(Cl)Cl.C(O)C. The product is [C:1]([C:3]1[CH:8]=[C:7]([O:9][CH3:10])[C:6]([O:11][CH2:12][C@@H:13]([OH:14])[CH2:15][N:21]2[CH2:26][CH2:25][CH2:24][CH2:23][CH2:22]2)=[CH:5][C:4]=1[N:16]=[CH:17][N:18]([CH3:20])[CH3:19])#[N:2]. The yield is 0.860. (7) The reactants are C(OC(=O)N[C:8]([CH3:29])(C)[CH2:9][C:10]1[C:18]2[C:13](=[C:14](OC3C(C#N)=CC=CN=3)[CH:15]=[CH:16][CH:17]=2)[NH:12]C=1)(C)(C)C.Cl.O1CCO[CH2:34][CH2:33]1. No catalyst specified. The product is [CH3:33][CH2:34][CH2:29][CH2:8][CH2:9][CH2:10][CH2:18][CH2:17][CH2:16][CH2:15][CH2:14][CH2:13][NH2:12]. The yield is 0.830. (8) The reactants are [F:1][C:2]1[CH:7]=[CH:6][CH:5]=[CH:4][C:3]=1[CH:8]1[CH2:10][O:9]1.[OH:11][C:12]1[CH:19]=[CH:18][C:15]([CH:16]=[O:17])=[CH:14][CH:13]=1.[OH-].[Na+]. The catalyst is C1(C)C=CC=CC=1. The product is [F:1][C:2]1[CH:7]=[CH:6][CH:5]=[CH:4][C:3]=1[CH:8]([OH:9])[CH2:10][O:11][C:12]1[CH:19]=[CH:18][C:15]([CH:16]=[O:17])=[CH:14][CH:13]=1. The yield is 0.110.